Regression/Classification. Given a drug SMILES string, predict its absorption, distribution, metabolism, or excretion properties. Task type varies by dataset: regression for continuous measurements (e.g., permeability, clearance, half-life) or binary classification for categorical outcomes (e.g., BBB penetration, CYP inhibition). Dataset: cyp2c19_veith. From a dataset of CYP2C19 inhibition data for predicting drug metabolism from PubChem BioAssay. (1) The drug is CSc1nc2ccccc2cc1/C=C(\C#N)c1cccc(C)c1. The result is 1 (inhibitor). (2) The drug is CCOc1ccc(/C(O)=C2/C(=O)C(=O)N(CCOCCO)C2c2cccnc2)cc1. The result is 0 (non-inhibitor).